Dataset: Peptide-MHC class I binding affinity with 185,985 pairs from IEDB/IMGT. Task: Regression. Given a peptide amino acid sequence and an MHC pseudo amino acid sequence, predict their binding affinity value. This is MHC class I binding data. The peptide sequence is RQAGVQYSRA. The MHC is HLA-B54:01 with pseudo-sequence HLA-B54:01. The binding affinity (normalized) is 0.116.